Dataset: Forward reaction prediction with 1.9M reactions from USPTO patents (1976-2016). Task: Predict the product of the given reaction. (1) Given the reactants FC1C=C([C:12]2[N:17]=[C:16]3[N:18]([CH2:21][C:22]4[CH:23]=[C:24]5[C:29](=[CH:30][CH:31]=4)[N:28]=[CH:27][CH:26]=[CH:25]5)[N:19]=[N:20][C:15]3=[CH:14][CH:13]=2)C=CC=1C(NC)=O.CN(C)CCNC(=O)C1C=CC(C2N=C3[N:50]([CH2:53][C:54]4[CH:55]=C5C(=CC=4)N=CC=C5)[N:51]=NC3=CC=2)=CC=1F.[C:67](O)(=O)C.N([O-])=O.[Na+], predict the reaction product. The product is: [NH:50]1[CH:53]=[C:54]([C:12]2[N:17]=[C:16]3[N:18]([CH:21]([C:22]4[CH:23]=[C:24]5[C:29](=[CH:30][CH:31]=4)[N:28]=[CH:27][CH:26]=[CH:25]5)[CH3:67])[N:19]=[N:20][C:15]3=[CH:14][CH:13]=2)[CH:55]=[N:51]1. (2) The product is: [CH2:6]([C:10]1[NH:11][C:12]2[C:17]([C:18]=1[CH:23]=[O:24])=[CH:16][C:15]([O:19][CH3:20])=[CH:14][CH:13]=2)[CH:7]([CH3:9])[CH3:8]. Given the reactants P(Cl)(Cl)(Cl)=O.[CH2:6]([C:10]1[NH:11][C:12]2[C:17]([CH:18]=1)=[CH:16][C:15]([O:19][CH3:20])=[CH:14][CH:13]=2)[CH:7]([CH3:9])[CH3:8].CN(C)[CH:23]=[O:24], predict the reaction product. (3) Given the reactants C[O:2][C:3](=[O:36])[CH:4]([CH3:35])[CH2:5][P:6]([C@@H:9]([NH:17][C:18](=[O:34])[C:19]1[CH:24]=[CH:23][CH:22]=[C:21]([C:25](=[O:33])[N:26]([CH2:30][CH2:31][CH3:32])[CH2:27][CH2:28][CH3:29])[CH:20]=1)[CH2:10][C:11]1[CH:16]=[CH:15][CH:14]=[CH:13][CH:12]=1)([OH:8])=[O:7].O[Li].O, predict the reaction product. The product is: [CH2:30]([N:26]([CH2:27][CH2:28][CH3:29])[C:25]([C:21]1[CH:20]=[C:19]([CH:24]=[CH:23][CH:22]=1)[C:18]([NH:17][C@H:9]([P:6]([OH:8])([CH2:5][CH:4]([CH3:35])[C:3]([OH:36])=[O:2])=[O:7])[CH2:10][C:11]1[CH:16]=[CH:15][CH:14]=[CH:13][CH:12]=1)=[O:34])=[O:33])[CH2:31][CH3:32]. (4) Given the reactants [O:1]=[C:2]([C:16]1[CH:21]=[CH:20][CH:19]=[CH:18][CH:17]=1)[CH2:3][CH2:4][C:5]1[CH:10]=[CH:9][CH:8]=[CH:7][C:6]=1[NH:11][S:12]([CH3:15])(=[O:14])=[O:13].CCCCCCCCCC.C(OO)(C)(C)C.NC1C=CC=CC=1, predict the reaction product. The product is: [CH3:15][S:12]([N:11]1[C:6]2[C:5](=[CH:10][CH:9]=[CH:8][CH:7]=2)[CH2:4][CH:3]1[C:2]([C:16]1[CH:21]=[CH:20][CH:19]=[CH:18][CH:17]=1)=[O:1])(=[O:14])=[O:13]. (5) Given the reactants [Cl:1][C:2]1[C:3]([OH:18])=[CH:4][C:5](=[O:17])[N:6]([C:8]2[CH:15]=[CH:14][C:11]([C:12]#[N:13])=[C:10]([F:16])[CH:9]=2)[CH:7]=1.OC1C(C#N)=CNC(=O)C=1.CS(O[CH:34]1[CH2:39][CH2:38][N:37]([C:40]([O:42][C:43]([CH3:46])([CH3:45])[CH3:44])=[O:41])[CH2:36][CH2:35]1)(=O)=O.CS(OC1CCN(C2N=CC(CCC)=CN=2)CC1)(=O)=O, predict the reaction product. The product is: [Cl:1][C:2]1[C:3]([O:18][CH:34]2[CH2:39][CH2:38][N:37]([C:40]([O:42][C:43]([CH3:46])([CH3:45])[CH3:44])=[O:41])[CH2:36][CH2:35]2)=[CH:4][C:5](=[O:17])[N:6]([C:8]2[CH:15]=[CH:14][C:11]([C:12]#[N:13])=[C:10]([F:16])[CH:9]=2)[CH:7]=1.